This data is from Reaction yield outcomes from USPTO patents with 853,638 reactions. The task is: Predict the reaction yield, written as a fraction of the theoretical maximum amount of product (1.0 means a 100% yield; for example, 0.34 means a 34% yield). (1) The reactants are Br[C:2]1[CH:3]=[C:4]([C:14]([NH:16][CH2:17][C:18]2[C:19](=[O:27])[NH:20][C:21]([CH3:26])=[CH:22][C:23]=2[CH2:24][CH3:25])=[O:15])[C:5]2[CH:10]=[N:9][N:8]([CH:11]([CH3:13])[CH3:12])[C:6]=2[N:7]=1.[CH3:28][C:29]1([CH3:46])[CH2:34][C:33](B2OC(C)(C)C(C)(C)O2)=[CH:32][C:31]([CH3:45])([CH3:44])[NH:30]1.O1CCOCC1.O.C([O-])([O-])=O.[Na+].[Na+]. The catalyst is O.C1C=CC([P]([Pd]([P](C2C=CC=CC=2)(C2C=CC=CC=2)C2C=CC=CC=2)([P](C2C=CC=CC=2)(C2C=CC=CC=2)C2C=CC=CC=2)[P](C2C=CC=CC=2)(C2C=CC=CC=2)C2C=CC=CC=2)(C2C=CC=CC=2)C2C=CC=CC=2)=CC=1. The product is [CH2:24]([C:23]1[CH:22]=[C:21]([CH3:26])[NH:20][C:19](=[O:27])[C:18]=1[CH2:17][NH:16][C:14]([C:4]1[C:5]2[CH:10]=[N:9][N:8]([CH:11]([CH3:13])[CH3:12])[C:6]=2[N:7]=[C:2]([C:33]2[CH2:32][C:31]([CH3:45])([CH3:44])[NH:30][C:29]([CH3:46])([CH3:28])[CH:34]=2)[CH:3]=1)=[O:15])[CH3:25]. The yield is 0.380. (2) The reactants are Br[C:2]1[CH:7]=[CH:6][C:5]([C:8]2([O:11][CH:12]([CH3:14])[CH3:13])[CH2:10][CH2:9]2)=[C:4]([CH2:15][CH3:16])[CH:3]=1.[CH3:17][Si:18]([C:21]#[CH:22])([CH3:20])[CH3:19]. The catalyst is C(N(CC)CC)C.[Cu]I.Cl[Pd](Cl)([P](C1C=CC=CC=1)(C1C=CC=CC=1)C1C=CC=CC=1)[P](C1C=CC=CC=1)(C1C=CC=CC=1)C1C=CC=CC=1. The product is [CH:12]([O:11][C:8]1([C:5]2[CH:6]=[CH:7][C:2]([C:22]#[C:21][Si:18]([CH3:20])([CH3:19])[CH3:17])=[CH:3][C:4]=2[CH2:15][CH3:16])[CH2:10][CH2:9]1)([CH3:14])[CH3:13]. The yield is 0.990. (3) The reactants are [NH2:1][C:2]1[C:11]([NH2:12])=[CH:10][CH:9]=[CH:8][C:3]=1[C:4]([O:6][CH3:7])=[O:5].[C:13](O)(=[O:20])[C:14]1[CH:19]=[CH:18][CH:17]=[CH:16][CH:15]=1.C1(N=C=NC2CCCCC2)CCCCC1. The catalyst is C(Cl)Cl.CN(C1C=CN=CC=1)C. The product is [NH2:12][C:11]1[C:2]([NH:1][C:13](=[O:20])[C:14]2[CH:19]=[CH:18][CH:17]=[CH:16][CH:15]=2)=[C:3]([CH:8]=[CH:9][CH:10]=1)[C:4]([O:6][CH3:7])=[O:5]. The yield is 0.270. (4) The reactants are Br[C:2]1[CH:7]=[CH:6][C:5]([C:8]([F:11])([F:10])[F:9])=[CH:4][N:3]=1.[CH3:12][C@H:13]1[CH2:18][NH:17][CH2:16][CH2:15][NH:14]1.C(N(CC)CC)C. The catalyst is C1(C)C=CC=CC=1.C(OCC)(=O)C. The product is [CH3:12][C@@H:13]1[NH:14][CH2:15][CH2:16][N:17]([C:2]2[CH:7]=[CH:6][C:5]([C:8]([F:11])([F:10])[F:9])=[CH:4][N:3]=2)[CH2:18]1. The yield is 0.810.